This data is from Full USPTO retrosynthesis dataset with 1.9M reactions from patents (1976-2016). The task is: Predict the reactants needed to synthesize the given product. (1) Given the product [C:1]([CH2:3][NH:4][C:5](=[O:33])[CH:6]([O:11][CH:12]([C:13]1[CH:18]=[CH:17][C:16]([C:19]([N:21]2[CH2:22][CH2:23][N:24]([CH2:41][CH2:42][F:43])[CH2:25][CH2:26]2)=[O:20])=[CH:15][CH:14]=1)[C:27]1[CH:32]=[CH:31][CH:30]=[CH:29][CH:28]=1)[CH2:7][CH:8]([CH3:10])[CH3:9])#[N:2], predict the reactants needed to synthesize it. The reactants are: [C:1]([CH2:3][NH:4][C:5](=[O:33])[CH:6]([O:11][CH:12]([C:27]1[CH:32]=[CH:31][CH:30]=[CH:29][CH:28]=1)[C:13]1[CH:18]=[CH:17][C:16]([C:19]([N:21]2[CH2:26][CH2:25][NH:24][CH2:23][CH2:22]2)=[O:20])=[CH:15][CH:14]=1)[CH2:7][CH:8]([CH3:10])[CH3:9])#[N:2].C([O-])([O-])=O.[Na+].[Na+].Br[CH2:41][CH2:42][F:43]. (2) Given the product [O:25]([C:20]1[CH:21]=[CH:22][CH:23]=[CH:24][C:19]=1[C:17]1[CH:18]=[C:13]2[C:12]([C:32]3[CH:33]=[CH:34][CH:35]=[CH:36][CH:37]=3)=[CH:11][NH:10][C:14]2=[N:15][CH:16]=1)[C:26]1[CH:27]=[CH:28][CH:29]=[CH:30][CH:31]=1, predict the reactants needed to synthesize it. The reactants are: C1(S([N:10]2[C:14]3=[N:15][CH:16]=[C:17]([C:19]4[CH:24]=[CH:23][CH:22]=[CH:21][C:20]=4[O:25][C:26]4[CH:31]=[CH:30][CH:29]=[CH:28][CH:27]=4)[CH:18]=[C:13]3[C:12]([C:32]3[CH:37]=[CH:36][CH:35]=[CH:34][CH:33]=3)=[CH:11]2)(=O)=O)C=CC=CC=1.[OH-].[Na+]. (3) Given the product [OH:1][C:2]1[C:7]([N+:11]([O-:13])=[O:12])=[C:6]([OH:8])[N:5]=[C:4]([S:9][CH3:10])[N:3]=1, predict the reactants needed to synthesize it. The reactants are: [OH:1][C:2]1[CH:7]=[C:6]([OH:8])[N:5]=[C:4]([S:9][CH3:10])[N:3]=1.[N+:11]([O-])([OH:13])=[O:12].